From a dataset of Catalyst prediction with 721,799 reactions and 888 catalyst types from USPTO. Predict which catalyst facilitates the given reaction. (1) Reactant: C[O:2][C:3](=[O:38])[C:4]1[CH:9]=[CH:8][CH:7]=[C:6]([S:10][CH:11]([C:13]2[CH:18]=[CH:17][C:16]([O:19][CH2:20][C:21]3[N:22]([C:29]4[C:34]([Cl:35])=[CH:33][CH:32]=[CH:31][C:30]=4[Cl:36])[N:23]=[N:24][C:25]=3[CH:26]([CH3:28])[CH3:27])=[CH:15][C:14]=2[CH3:37])[CH3:12])[CH:5]=1.[OH-].[Li+]. Product: [Cl:36][C:30]1[CH:31]=[CH:32][CH:33]=[C:34]([Cl:35])[C:29]=1[N:22]1[C:21]([CH2:20][O:19][C:16]2[CH:17]=[CH:18][C:13]([CH:11]([S:10][C:6]3[CH:5]=[C:4]([CH:9]=[CH:8][CH:7]=3)[C:3]([OH:38])=[O:2])[CH3:12])=[C:14]([CH3:37])[CH:15]=2)=[C:25]([CH:26]([CH3:28])[CH3:27])[N:24]=[N:23]1. The catalyst class is: 12. (2) Product: [ClH:23].[ClH:23].[ClH:23].[CH3:1][N:2]1[CH2:7][CH2:6][N:5]([C:8]2[CH:9]=[CH:10][C:11]([O:18][C:19]([F:22])([F:20])[F:21])=[C:12]([NH2:14])[CH:13]=2)[CH2:4][CH2:3]1. The catalyst class is: 14. Reactant: [CH3:1][N:2]1[CH2:7][CH2:6][N:5]([C:8]2[CH:9]=[CH:10][C:11]([O:18][C:19]([F:22])([F:21])[F:20])=[C:12]([NH:14]C(=O)C)[CH:13]=2)[CH2:4][CH2:3]1.[ClH:23]. (3) Reactant: [C:1]([C:3]1[CH:4]=[C:5]([CH:33]=[C:34]([O:36]C)[CH:35]=1)[C:6]([NH:8][C:9]1[C:10]([CH3:32])=[C:11]2[C:17]([CH:18]3[CH2:23][CH2:22][N:21]([C:24]([CH:26]4[CH2:30][CH2:29][CH2:28][CH2:27]4)=[O:25])[CH2:20][CH2:19]3)=[CH:16][N:15]([CH3:31])[C:12]2=[N:13][CH:14]=1)=[O:7])#[N:2].B(Br)(Br)Br. Product: [C:1]([C:3]1[CH:4]=[C:5]([CH:33]=[C:34]([OH:36])[CH:35]=1)[C:6]([NH:8][C:9]1[C:10]([CH3:32])=[C:11]2[C:17]([CH:18]3[CH2:23][CH2:22][N:21]([C:24]([CH:26]4[CH2:30][CH2:29][CH2:28][CH2:27]4)=[O:25])[CH2:20][CH2:19]3)=[CH:16][N:15]([CH3:31])[C:12]2=[N:13][CH:14]=1)=[O:7])#[N:2]. The catalyst class is: 2. (4) Reactant: [Cl:1][C:2]1[C:10]([CH3:11])=[C:9]([F:12])[CH:8]=[CH:7][C:3]=1[C:4]([NH2:6])=O.N1C=CC=CC=1.C(Cl)(=O)C(Cl)=O.C(OCC)(=O)C.O. The catalyst class is: 3. Product: [Cl:1][C:2]1[C:10]([CH3:11])=[C:9]([F:12])[CH:8]=[CH:7][C:3]=1[C:4]#[N:6].